This data is from Forward reaction prediction with 1.9M reactions from USPTO patents (1976-2016). The task is: Predict the product of the given reaction. (1) Given the reactants [F:1][CH:2]([F:14])[C:3]1[CH:4]=[CH:5][C:6]([C:9]([F:13])([F:12])[CH2:10][OH:11])=[N:7][CH:8]=1.CCN(C(C)C)C(C)C.[O:24](S(C(F)(F)F)(=O)=O)[S:25]([C:28]([F:31])([F:30])[F:29])(=O)=[O:26], predict the reaction product. The product is: [F:29][C:28]([F:31])([F:30])[S:25]([O:11][CH2:10][C:9]([C:6]1[CH:5]=[CH:4][C:3]([CH:2]([F:1])[F:14])=[CH:8][N:7]=1)([F:13])[F:12])(=[O:26])=[O:24]. (2) Given the reactants [CH2:1]([N:4]([CH2:12][CH2:13][CH2:14][O:15][Si](C(C)(C)C)(C)C)C(=O)OC(C)(C)C)[CH:2]=[CH2:3].CCCCCCCCC.P([O-])([O-])([O-])=O.[K+].[K+].[K+].[C:40]12([CH2:50][NH:51][C:52]([C:54]3[C:55]4[CH:56]=[CH:57][C:58]([Cl:64])=[N:59][C:60]=4[CH:61]=[CH:62][CH:63]=3)=[O:53])[CH2:49][CH:44]3[CH2:45][CH:46]([CH2:48][CH:42]([CH2:43]3)[CH2:41]1)[CH2:47]2, predict the reaction product. The product is: [ClH:64].[ClH:64].[C:40]12([CH2:50][NH:51][C:52]([C:54]3[C:55]4[CH:56]=[CH:57][C:58]([CH2:3][CH2:2][CH2:1][NH:4][CH2:12][CH2:13][CH2:14][OH:15])=[N:59][C:60]=4[CH:61]=[CH:62][CH:63]=3)=[O:53])[CH2:47][CH:46]3[CH2:48][CH:42]([CH2:43][CH:44]([CH2:45]3)[CH2:49]1)[CH2:41]2. (3) Given the reactants [Cl:1][C:2]1[CH:3]=[C:4]([NH:8][CH2:9][C:10]2[C:19]3[C:14](=[C:15]([F:20])[CH:16]=[CH:17][CH:18]=3)[NH:13][C:12](=[O:21])[CH:11]=2)[CH:5]=[CH:6][CH:7]=1.[CH3:22][C:23]1[N:31]=[CH:30][CH:29]=[CH:28][C:24]=1[C:25](O)=[O:26], predict the reaction product. The product is: [Cl:1][C:2]1[CH:3]=[C:4]([N:8]([CH2:9][C:10]2[C:19]3[C:14](=[C:15]([F:20])[CH:16]=[CH:17][CH:18]=3)[NH:13][C:12](=[O:21])[CH:11]=2)[C:25](=[O:26])[C:24]2[CH:28]=[CH:29][CH:30]=[N:31][C:23]=2[CH3:22])[CH:5]=[CH:6][CH:7]=1. (4) Given the reactants [C:1]([C:3](=[C:9]([S:12][CH3:13])SC)[C:4]([O:6][CH2:7][CH3:8])=[O:5])#[N:2].[NH:14]1[CH2:18][CH2:17][CH2:16][CH2:15]1, predict the reaction product. The product is: [C:1](/[C:3](=[C:9](/[S:12][CH3:13])\[N:14]1[CH2:18][CH2:17][CH2:16][CH2:15]1)/[C:4]([O:6][CH2:7][CH3:8])=[O:5])#[N:2]. (5) Given the reactants Br[CH:2]=[C:3]([C:5]1[CH:6]=[C:7]([CH:12]=[CH:13][CH:14]=1)[C:8]([NH:10][CH3:11])=[O:9])[CH3:4].P([O-])([O-])([O-])=O.[K+].[K+].[K+].N1CCC[C@H]1C(O)=O.[CH3:31][N:32]1[CH2:45][CH2:44][C:35]2[NH:36][C:37]3[CH:38]=[CH:39][C:40]([CH3:43])=[CH:41][C:42]=3[C:34]=2[CH2:33]1, predict the reaction product. The product is: [CH3:31][N:32]1[CH2:45][CH2:44][C:35]2[N:36](/[CH:2]=[C:3](/[C:5]3[CH:6]=[C:7]([CH:12]=[CH:13][CH:14]=3)[C:8]([NH:10][CH3:11])=[O:9])\[CH3:4])[C:37]3[CH:38]=[CH:39][C:40]([CH3:43])=[CH:41][C:42]=3[C:34]=2[CH2:33]1. (6) Given the reactants [Cl:1][C:2]1[CH:7]=[C:6]([NH2:8])[CH:5]=[C:4]([C:9]([F:12])([F:11])[F:10])[C:3]=1[NH2:13].Cl[CH2:15][CH2:16][O:17][CH2:18][CH2:19]Cl.[I-].[Na+], predict the reaction product. The product is: [Cl:1][C:2]1[CH:7]=[C:6]([N:8]2[CH2:19][CH2:18][O:17][CH2:16][CH2:15]2)[CH:5]=[C:4]([C:9]([F:12])([F:11])[F:10])[C:3]=1[NH2:13].